Dataset: NCI-60 drug combinations with 297,098 pairs across 59 cell lines. Task: Regression. Given two drug SMILES strings and cell line genomic features, predict the synergy score measuring deviation from expected non-interaction effect. (1) Drug 1: CN1C(=O)N2C=NC(=C2N=N1)C(=O)N. Drug 2: CS(=O)(=O)CCNCC1=CC=C(O1)C2=CC3=C(C=C2)N=CN=C3NC4=CC(=C(C=C4)OCC5=CC(=CC=C5)F)Cl. Cell line: COLO 205. Synergy scores: CSS=1.58, Synergy_ZIP=-0.178, Synergy_Bliss=-0.777, Synergy_Loewe=-0.548, Synergy_HSA=-0.905. (2) Drug 1: CC(C1=C(C=CC(=C1Cl)F)Cl)OC2=C(N=CC(=C2)C3=CN(N=C3)C4CCNCC4)N. Drug 2: C1=C(C(=O)NC(=O)N1)F. Cell line: A549. Synergy scores: CSS=59.1, Synergy_ZIP=1.60, Synergy_Bliss=0.602, Synergy_Loewe=3.47, Synergy_HSA=3.99. (3) Drug 1: COC1=CC(=CC(=C1O)OC)C2C3C(COC3=O)C(C4=CC5=C(C=C24)OCO5)OC6C(C(C7C(O6)COC(O7)C8=CC=CS8)O)O. Drug 2: CCCCCOC(=O)NC1=NC(=O)N(C=C1F)C2C(C(C(O2)C)O)O. Cell line: SK-MEL-28. Synergy scores: CSS=14.4, Synergy_ZIP=-5.72, Synergy_Bliss=2.36, Synergy_Loewe=-23.5, Synergy_HSA=1.74. (4) Drug 1: C1=NC2=C(N1)C(=S)N=CN2. Drug 2: CC(C)CN1C=NC2=C1C3=CC=CC=C3N=C2N. Cell line: SF-539. Synergy scores: CSS=40.9, Synergy_ZIP=-3.54, Synergy_Bliss=-5.74, Synergy_Loewe=-7.16, Synergy_HSA=-5.61. (5) Drug 1: C1CCC(CC1)NC(=O)N(CCCl)N=O. Drug 2: CN(C(=O)NC(C=O)C(C(C(CO)O)O)O)N=O. Cell line: SF-295. Synergy scores: CSS=41.6, Synergy_ZIP=0.192, Synergy_Bliss=0.961, Synergy_Loewe=-2.89, Synergy_HSA=3.48.